From a dataset of Full USPTO retrosynthesis dataset with 1.9M reactions from patents (1976-2016). Predict the reactants needed to synthesize the given product. (1) Given the product [OH:1][C:2]1([CH3:19])[CH2:3][CH2:4][N:5]([CH2:8][C:9]([OH:11])=[O:10])[CH2:6][CH2:7]1, predict the reactants needed to synthesize it. The reactants are: [OH:1][C:2]1([CH3:19])[CH2:7][CH2:6][N:5]([CH2:8][C:9]([O:11]CC2C=CC=CC=2)=[O:10])[CH2:4][CH2:3]1. (2) Given the product [F:29][C:24]1[CH:25]=[C:26]2[C:21](=[CH:22][CH:23]=1)[C:20]1[CH:19]=[CH:18][CH:17]=[CH:16][C:15]=1[N:14]([S:11]([C:5]1[CH:4]=[C:3]([OH:2])[C:8]([OH:9])=[CH:7][CH:6]=1)(=[O:13])=[O:12])[CH:27]2[CH3:28], predict the reactants needed to synthesize it. The reactants are: C[O:2][C:3]1[CH:4]=[C:5]([S:11]([N:14]2[CH:27]([CH3:28])[C:26]3[C:21](=[CH:22][CH:23]=[C:24]([F:29])[CH:25]=3)[C:20]3[CH:19]=[CH:18][CH:17]=[CH:16][C:15]2=3)(=[O:13])=[O:12])[CH:6]=[CH:7][C:8]=1[O:9]C.C1CCCCC=1.B(Br)(Br)Br.ClCCl.